Dataset: Full USPTO retrosynthesis dataset with 1.9M reactions from patents (1976-2016). Task: Predict the reactants needed to synthesize the given product. (1) Given the product [Br:18][C:5]1[C:6]2[C:7]3[CH:15]=[CH:14][S:13][C:8]=3[C:9](=[O:12])[NH:10][C:11]=2[C:2]([F:1])=[CH:3][C:4]=1[O:16][CH3:17], predict the reactants needed to synthesize it. The reactants are: [F:1][C:2]1[C:11]2[NH:10][C:9](=[O:12])[C:8]3[S:13][CH:14]=[CH:15][C:7]=3[C:6]=2[CH:5]=[C:4]([O:16][CH3:17])[CH:3]=1.[Br:18]N1C(=O)CCC1=O. (2) Given the product [Cl:18][C:19]1[N:24]=[C:23]([NH:8][C@H:7]2[CH2:6][CH2:5][O:4][CH2:3][C@H:2]2[CH3:1])[C:22]([N+:26]([O-:28])=[O:27])=[CH:21][N:20]=1, predict the reactants needed to synthesize it. The reactants are: [CH3:1][C@H:2]1[C@@H:7]([NH2:8])[CH2:6][CH2:5][O:4][CH2:3]1.CCN(C(C)C)C(C)C.[Cl:18][C:19]1[N:24]=[C:23](Cl)[C:22]([N+:26]([O-:28])=[O:27])=[CH:21][N:20]=1.